From a dataset of Full USPTO retrosynthesis dataset with 1.9M reactions from patents (1976-2016). Predict the reactants needed to synthesize the given product. (1) Given the product [CH2:31]([O:30][C:28](=[O:29])[N:4]=[C:2]([NH2:3])[C:5]1[CH:6]=[CH:7][C:8]([CH2:9][NH:10][C:11](=[O:24])[CH:12]([C:15]2[CH:20]=[CH:19][C:18]([O:21][CH3:22])=[CH:17][C:16]=2[F:23])[O:13][CH3:14])=[CH:25][CH:26]=1)[CH3:32], predict the reactants needed to synthesize it. The reactants are: Cl.[C:2]([C:5]1[CH:26]=[CH:25][C:8]([CH2:9][NH:10][C:11](=[O:24])[CH:12]([C:15]2[CH:20]=[CH:19][C:18]([O:21][CH3:22])=[CH:17][C:16]=2[F:23])[O:13][CH3:14])=[CH:7][CH:6]=1)(=[NH:4])[NH2:3].Cl[C:28]([O:30][CH2:31][CH3:32])=[O:29].C(N(CC)CC)C.C(OCC)(=O)C. (2) Given the product [CH:1]([S:4][C:5]1[CH:13]=[CH:12][C:11]([S:14]([CH3:17])(=[O:16])=[O:15])=[CH:10][C:6]=1[C:7]([N:29]1[CH2:30][CH2:31][N:26]([C:24]2[S:25][C:21]([C:20]([F:33])([F:19])[F:32])=[CH:22][N:23]=2)[CH2:27][CH2:28]1)=[O:9])([CH3:2])[CH3:3], predict the reactants needed to synthesize it. The reactants are: [CH:1]([S:4][C:5]1[CH:13]=[CH:12][C:11]([S:14]([CH3:17])(=[O:16])=[O:15])=[CH:10][C:6]=1[C:7]([OH:9])=O)([CH3:3])[CH3:2].Cl.[F:19][C:20]([F:33])([F:32])[C:21]1[S:25][C:24]([N:26]2[CH2:31][CH2:30][NH:29][CH2:28][CH2:27]2)=[N:23][CH:22]=1. (3) Given the product [CH3:1][O:2][C:3]1[CH:8]=[CH:7][CH:6]=[CH:5][C:4]=1[CH2:9][CH2:10][CH2:11][CH2:12][C:13]([OH:15])=[O:14], predict the reactants needed to synthesize it. The reactants are: [CH3:1][O:2][C:3]1[CH:8]=[CH:7][CH:6]=[CH:5][C:4]=1[CH2:9][CH2:10][CH2:11][CH2:12][C:13]([O:15]CC)=[O:14].[OH-].[Na+]. (4) The reactants are: Cl[CH2:2][CH2:3][CH2:4]Cl.[CH2:6]([NH2:9])[CH:7]=[CH2:8]. Given the product [CH2:2]([NH:9][CH2:6][CH2:7][CH2:8][NH:9][CH2:6][CH:7]=[CH2:8])[CH:3]=[CH2:4], predict the reactants needed to synthesize it. (5) Given the product [CH3:11][CH:12]([CH2:21]/[CH:22]=[CH:23]\[CH2:24][CH2:25][CH3:26])[CH2:13][CH:14]([OH:20])[CH2:15][CH2:16][CH:17]([OH:19])[CH3:18], predict the reactants needed to synthesize it. The reactants are: N1C2C(=CC=CC=2)C=CC=1.[CH3:11][CH:12]([CH2:21]/[CH:22]=[CH:23]\[CH2:24][CH2:25][CH3:26])[CH2:13][CH:14]([OH:20])[C:15]#[C:16][CH:17]([OH:19])[CH3:18]. (6) Given the product [Cl:1][C:2]1[CH:3]=[CH:4][C:5]([O:6][CH:7]2[CH2:10][N:9]([CH2:11][C@H:12]3[CH2:17][CH2:16][CH2:15][CH2:14][C@H:13]3[NH:18][C:28]([NH:29][C:30]3[S:31][C:32]([CH2:35][CH3:36])=[N:33][N:34]=3)=[O:27])[CH2:8]2)=[CH:19][CH:20]=1, predict the reactants needed to synthesize it. The reactants are: [Cl:1][C:2]1[CH:20]=[CH:19][C:5]([O:6][CH:7]2[CH2:10][N:9]([CH2:11][C@H:12]3[CH2:17][CH2:16][CH2:15][CH2:14][C@H:13]3[NH2:18])[CH2:8]2)=[CH:4][CH:3]=1.C1([O:27][C:28](=O)[NH:29][C:30]2[S:31][C:32]([CH2:35][CH3:36])=[N:33][N:34]=2)C=CC=CC=1. (7) Given the product [NH2:32][C@@H:30]([C:27]1[CH:26]=[CH:25][C:24]([CH2:23][NH:66][C:62]([CH3:65])([CH3:64])[CH3:63])=[CH:29][CH:28]=1)[CH3:31], predict the reactants needed to synthesize it. The reactants are: N1C=CC(N2CCC3(CCNCC3)C2)=CC=1.CS(Cl)(=O)=O.O[CH2:23][C:24]1[CH:29]=[CH:28][C:27]([C@H:30]([NH:32]C(=O)OC(C)(C)C)[CH3:31])=[CH:26][CH:25]=1.CS(OCC1C=CC([C@H](NC(OC(C)(C)C)=O)C)=CC=1)(=O)=O.[C:62]([NH2:66])([CH3:65])([CH3:64])[CH3:63].C([O-])([O-])=O.[K+].[K+]. (8) Given the product [CH3:1][O:2][C:3]1[CH:4]=[C:5]2[C:10](=[CH:11][C:12]=1[O:13][CH3:14])[N:9]=[CH:8][CH:7]=[C:6]2[O:15][C:16]1[C:22]([CH3:23])=[CH:21][C:19]([NH:20][C:26](=[O:28])[O:37][CH:38]([C:39]#[N:40])[C:41]2[CH:46]=[CH:45][CH:44]=[CH:43][CH:42]=2)=[C:18]([CH3:24])[CH:17]=1, predict the reactants needed to synthesize it. The reactants are: [CH3:1][O:2][C:3]1[CH:4]=[C:5]2[C:10](=[CH:11][C:12]=1[O:13][CH3:14])[N:9]=[CH:8][CH:7]=[C:6]2[O:15][C:16]1[C:22]([CH3:23])=[CH:21][C:19]([NH2:20])=[C:18]([CH3:24])[CH:17]=1.Cl[C:26](Cl)([O:28]C(=O)OC(Cl)(Cl)Cl)Cl.[OH:37][CH:38]([C:41]1[CH:46]=[CH:45][CH:44]=[CH:43][CH:42]=1)[C:39]#[N:40].C(=O)(O)[O-].[Na+]. (9) Given the product [Br:1][C:2]1[CH:6]=[C:5]([N:7]2[CH2:11][CH2:10][CH2:9][C@@H:8]2[CH2:12][O:13][CH3:15])[N:4]([CH3:14])[N:3]=1, predict the reactants needed to synthesize it. The reactants are: [Br:1][C:2]1[CH:6]=[C:5]([N:7]2[CH2:11][CH2:10][CH2:9][C@@H:8]2[CH2:12][OH:13])[N:4]([CH3:14])[N:3]=1.[CH3:15]N(C)C=O.[H-].[Na+].CI.